Task: Predict the reaction yield, written as a fraction of the theoretical maximum amount of product (1.0 means a 100% yield; for example, 0.34 means a 34% yield).. Dataset: Reaction yield outcomes from USPTO patents with 853,638 reactions (1) The reactants are [Cl:1][C:2]1[CH:10]=[CH:9][C:8]([Cl:11])=[CH:7][C:3]=1[C:4]([OH:6])=O.ClC1C=CC(Cl)=CC=1C(Cl)=O.S(Cl)(Cl)=O.[CH3:27][O:28][CH2:29][CH2:30][N:31]1[C:35]([CH3:36])=[C:34]([CH3:37])[S:33][C:32]1=[NH:38].CCN(CC)CC. The catalyst is C1COCC1. The product is [Cl:1][C:2]1[CH:10]=[CH:9][C:8]([Cl:11])=[CH:7][C:3]=1[C:4](/[N:38]=[C:32]1\[S:33][C:34]([CH3:37])=[C:35]([CH3:36])[N:31]\1[CH2:30][CH2:29][O:28][CH3:27])=[O:6]. The yield is 0.260. (2) The reactants are [C:1]([C:3]1[CH:8]=[CH:7][C:6]([SH:9])=[CH:5][CH:4]=1)#[N:2].[Br:10][CH2:11][CH2:12][CH2:13]Br.C([O-])([O-])=O.[K+].[K+]. The catalyst is CC#N. The product is [Br:10][CH2:11][CH2:12][CH2:13][S:9][C:6]1[CH:7]=[CH:8][C:3]([C:1]#[N:2])=[CH:4][CH:5]=1. The yield is 0.620. (3) The reactants are [CH:1]1([N:6]2[C:10]3[CH:11]=[C:12]([NH2:15])[CH:13]=[CH:14][C:9]=3[N:8]=[CH:7]2)[CH2:5][CH2:4][CH2:3][CH2:2]1.[Br:16]Br.N.CO.C(Cl)Cl. The catalyst is CC(O)=O. The product is [CH:1]1([N:6]2[C:10]3[C:11]([Br:16])=[C:12]([NH2:15])[CH:13]=[CH:14][C:9]=3[N:8]=[CH:7]2)[CH2:5][CH2:4][CH2:3][CH2:2]1. The yield is 0.500. (4) The yield is 0.520. No catalyst specified. The reactants are N1(C([O-])=O)CCCCC1.COC1C=C(OC)C=CC=1C[N:15]([C:49]1[S:53][N:52]=[CH:51][N:50]=1)[S:16]([C:19]1[C:46]([F:47])=[CH:45][C:22]([O:23][CH2:24][C@@H:25]2[CH2:30][CH2:29][N:28](C(OC(C)(C)C)=O)[CH2:27][C@H:26]2[C:38]2[CH:43]=[CH:42][C:41]([F:44])=[CH:40][CH:39]=2)=[C:21]([F:48])[CH:20]=1)(=[O:18])=[O:17]. The product is [F:47][C:46]1[CH:45]=[C:22]([O:23][CH2:24][C@@H:25]2[CH2:30][CH2:29][NH:28][CH2:27][C@H:26]2[C:38]2[CH:39]=[CH:40][C:41]([F:44])=[CH:42][CH:43]=2)[C:21]([F:48])=[CH:20][C:19]=1[S:16]([NH:15][C:49]1[S:53][N:52]=[CH:51][N:50]=1)(=[O:17])=[O:18]. (5) The reactants are Cl.N[CH2:3][CH2:4][SH:5].C1(C)C=CC=CC=1.C(N(CC)CC)C.[CH3:20][C:21]1[CH:40]=[CH:39][C:38]([CH3:41])=[CH:37][C:22]=1[O:23][CH2:24][C:25]1[CH:30]=[CH:29][CH:28]=[CH:27][C:26]=1[C:31](=[N:34][O:35][CH3:36])[C:32]#[N:33]. The catalyst is O.O.C([O-])(=O)C.[Zn+2].C([O-])(=O)C.O. The product is [CH3:36][O:35][N:34]=[C:31]([C:32]1[S:5][CH2:4][CH2:3][N:33]=1)[C:26]1[CH:27]=[CH:28][CH:29]=[CH:30][C:25]=1[CH2:24][O:23][C:22]1[CH:37]=[C:38]([CH3:41])[CH:39]=[CH:40][C:21]=1[CH3:20]. The yield is 0.790. (6) The reactants are [CH:1]1([CH:7]([C:9]2[C:10]([CH2:24][O:25][CH3:26])=[N:11][N:12]([C:14]3[CH:19]=[CH:18][C:17]([C:20]([F:23])([F:22])[F:21])=[CH:16][N:15]=3)[CH:13]=2)O)[CH2:6][CH2:5][CH2:4][CH2:3][CH2:2]1.[NH2:27][C:28]1[CH:33]=[CH:32][C:31]([C:34]([N:36]([CH3:44])[CH2:37][CH2:38][C:39]([O:41]CC)=[O:40])=[O:35])=[CH:30][CH:29]=1. No catalyst specified. The product is [CH:1]1([CH:7]([NH:27][C:28]2[CH:29]=[CH:30][C:31]([C:34]([N:36]([CH3:44])[CH2:37][CH2:38][C:39]([OH:41])=[O:40])=[O:35])=[CH:32][CH:33]=2)[C:9]2[C:10]([CH2:24][O:25][CH3:26])=[N:11][N:12]([C:14]3[CH:19]=[CH:18][C:17]([C:20]([F:23])([F:22])[F:21])=[CH:16][N:15]=3)[CH:13]=2)[CH2:6][CH2:5][CH2:4][CH2:3][CH2:2]1. The yield is 0.0800. (7) The reactants are [C:1]([C:5]1[O:9][N:8]=[C:7]([NH:10][C:11]([NH:13][C:14]2[CH:19]=[CH:18][CH:17]=[C:16]([S:20][C:21]3[C:30]4[C:25](=[CH:26][C:27]([O:33][CH2:34][CH2:35]Cl)=[C:28]([O:31][CH3:32])[CH:29]=4)[N:24]=[CH:23][N:22]=3)[CH:15]=2)=[O:12])[CH:6]=1)([CH3:4])([CH3:3])[CH3:2].[CH3:37][N:38]1[CH2:43][CH2:42][NH:41][CH2:40][CH2:39]1.C(N(C(C)C)CC)(C)C. The catalyst is CN(C=O)C.[I-].C([N+](CCCC)(CCCC)CCCC)CCC. The product is [C:1]([C:5]1[O:9][N:8]=[C:7]([NH:10][C:11]([NH:13][C:14]2[CH:19]=[CH:18][CH:17]=[C:16]([S:20][C:21]3[C:30]4[C:25](=[CH:26][C:27]([O:33][CH2:34][CH2:35][N:41]5[CH2:42][CH2:43][N:38]([CH3:37])[CH2:39][CH2:40]5)=[C:28]([O:31][CH3:32])[CH:29]=4)[N:24]=[CH:23][N:22]=3)[CH:15]=2)=[O:12])[CH:6]=1)([CH3:4])([CH3:3])[CH3:2]. The yield is 0.0830.